The task is: Regression. Given two drug SMILES strings and cell line genomic features, predict the synergy score measuring deviation from expected non-interaction effect.. This data is from NCI-60 drug combinations with 297,098 pairs across 59 cell lines. (1) Drug 1: C(=O)(N)NO. Drug 2: CC1=C(N=C(N=C1N)C(CC(=O)N)NCC(C(=O)N)N)C(=O)NC(C(C2=CN=CN2)OC3C(C(C(C(O3)CO)O)O)OC4C(C(C(C(O4)CO)O)OC(=O)N)O)C(=O)NC(C)C(C(C)C(=O)NC(C(C)O)C(=O)NCCC5=NC(=CS5)C6=NC(=CS6)C(=O)NCCC[S+](C)C)O. Cell line: A549. Synergy scores: CSS=22.9, Synergy_ZIP=2.50, Synergy_Bliss=1.68, Synergy_Loewe=-14.7, Synergy_HSA=2.09. (2) Drug 1: CC1C(C(CC(O1)OC2CC(OC(C2O)C)OC3=CC4=CC5=C(C(=O)C(C(C5)C(C(=O)C(C(C)O)O)OC)OC6CC(C(C(O6)C)O)OC7CC(C(C(O7)C)O)OC8CC(C(C(O8)C)O)(C)O)C(=C4C(=C3C)O)O)O)O. Drug 2: CC1=C(C=C(C=C1)C(=O)NC2=CC(=CC(=C2)C(F)(F)F)N3C=C(N=C3)C)NC4=NC=CC(=N4)C5=CN=CC=C5. Cell line: PC-3. Synergy scores: CSS=32.6, Synergy_ZIP=-0.633, Synergy_Bliss=-1.96, Synergy_Loewe=-18.5, Synergy_HSA=-2.59. (3) Drug 1: CN1CCC(CC1)COC2=C(C=C3C(=C2)N=CN=C3NC4=C(C=C(C=C4)Br)F)OC. Drug 2: CS(=O)(=O)CCNCC1=CC=C(O1)C2=CC3=C(C=C2)N=CN=C3NC4=CC(=C(C=C4)OCC5=CC(=CC=C5)F)Cl. Cell line: SR. Synergy scores: CSS=21.2, Synergy_ZIP=-0.0264, Synergy_Bliss=2.07, Synergy_Loewe=-3.69, Synergy_HSA=0.165. (4) Cell line: OVCAR-8. Synergy scores: CSS=27.0, Synergy_ZIP=-5.82, Synergy_Bliss=3.27, Synergy_Loewe=-2.93, Synergy_HSA=1.66. Drug 2: C1CCC(C(C1)N)N.C(=O)(C(=O)[O-])[O-].[Pt+4]. Drug 1: CS(=O)(=O)CCNCC1=CC=C(O1)C2=CC3=C(C=C2)N=CN=C3NC4=CC(=C(C=C4)OCC5=CC(=CC=C5)F)Cl. (5) Drug 2: CC1CCC2CC(C(=CC=CC=CC(CC(C(=O)C(C(C(=CC(C(=O)CC(OC(=O)C3CCCCN3C(=O)C(=O)C1(O2)O)C(C)CC4CCC(C(C4)OC)OCCO)C)C)O)OC)C)C)C)OC. Drug 1: C1=CC(=C2C(=C1NCCNCCO)C(=O)C3=C(C=CC(=C3C2=O)O)O)NCCNCCO. Cell line: M14. Synergy scores: CSS=36.4, Synergy_ZIP=9.37, Synergy_Bliss=10.7, Synergy_Loewe=-2.65, Synergy_HSA=12.3. (6) Drug 1: C1CN1P(=S)(N2CC2)N3CC3. Drug 2: B(C(CC(C)C)NC(=O)C(CC1=CC=CC=C1)NC(=O)C2=NC=CN=C2)(O)O. Cell line: HL-60(TB). Synergy scores: CSS=87.0, Synergy_ZIP=-0.344, Synergy_Bliss=0.283, Synergy_Loewe=-0.543, Synergy_HSA=1.42. (7) Drug 1: C1CC(=O)NC(=O)C1N2CC3=C(C2=O)C=CC=C3N. Drug 2: CC1=C(C=C(C=C1)C(=O)NC2=CC(=CC(=C2)C(F)(F)F)N3C=C(N=C3)C)NC4=NC=CC(=N4)C5=CN=CC=C5. Cell line: NCI-H522. Synergy scores: CSS=1.04, Synergy_ZIP=-0.00764, Synergy_Bliss=-0.171, Synergy_Loewe=-3.20, Synergy_HSA=-3.20.